From a dataset of Full USPTO retrosynthesis dataset with 1.9M reactions from patents (1976-2016). Predict the reactants needed to synthesize the given product. Given the product [F:44][C:22]1[CH:23]=[C:24]([NH:27][C:28]([C:30]2[C:31](=[O:43])[N:32]([C:36]3[CH:37]=[CH:38][C:39]([F:42])=[CH:40][CH:41]=3)[N:33]=[CH:34][CH:35]=2)=[O:29])[CH:25]=[CH:26][C:21]=1[O:20][C:17]1[CH:16]=[CH:15][N:14]=[C:13]2[CH:12]=[C:11]([CH:8]3[CH2:7][CH2:6][C:5](=[O:4])[CH2:10][CH2:9]3)[S:19][C:18]=12, predict the reactants needed to synthesize it. The reactants are: O1[C:5]2([CH2:10][CH2:9][CH:8]([C:11]3[S:19][C:18]4[C:13](=[N:14][CH:15]=[CH:16][C:17]=4[O:20][C:21]4[CH:26]=[CH:25][C:24]([NH:27][C:28]([C:30]5[C:31](=[O:43])[N:32]([C:36]6[CH:41]=[CH:40][C:39]([F:42])=[CH:38][CH:37]=6)[N:33]=[CH:34][CH:35]=5)=[O:29])=[CH:23][C:22]=4[F:44])[CH:12]=3)[CH2:7][CH2:6]2)[O:4]CC1.C(O)(C(F)(F)F)=O.